Task: Regression. Given a peptide amino acid sequence and an MHC pseudo amino acid sequence, predict their binding affinity value. This is MHC class I binding data.. Dataset: Peptide-MHC class I binding affinity with 185,985 pairs from IEDB/IMGT (1) The peptide sequence is TIQRFSSLRR. The MHC is HLA-A68:01 with pseudo-sequence HLA-A68:01. The binding affinity (normalized) is 0.817. (2) The peptide sequence is VTKTDGIPI. The MHC is HLA-A02:01 with pseudo-sequence HLA-A02:01. The binding affinity (normalized) is 0.163. (3) The peptide sequence is WYKMWRVSK. The MHC is HLA-A26:01 with pseudo-sequence HLA-A26:01. The binding affinity (normalized) is 0.0847. (4) The binding affinity (normalized) is 0.302. The peptide sequence is HLAGYSGVL. The MHC is HLA-B08:01 with pseudo-sequence HLA-B08:01. (5) The peptide sequence is IMASLVLAR. The MHC is HLA-A03:01 with pseudo-sequence HLA-A03:01. The binding affinity (normalized) is 0.782.